Dataset: Full USPTO retrosynthesis dataset with 1.9M reactions from patents (1976-2016). Task: Predict the reactants needed to synthesize the given product. (1) Given the product [Cl:10][C:4]1[N:3]=[C:2]([N:18]2[CH2:23][CH2:22][O:21][CH2:20][CH2:19]2)[S:1][CH:5]=1, predict the reactants needed to synthesize it. The reactants are: [S:1]1[CH2:5][C:4](=O)[NH:3][C:2]1=O.O=P(Cl)(Cl)[Cl:10].C([O-])(O)=O.[Na+].[NH:18]1[CH2:23][CH2:22][O:21][CH2:20][CH2:19]1. (2) Given the product [CH2:1]([C:5]1[N:6]=[C:7]([CH3:27])[N:8]([CH2:35][C:36]2[C:41]([F:42])=[CH:40][CH:39]=[CH:38][C:37]=2[F:43])[C:9](=[O:26])[C:10]=1[CH2:11][C:12]1[CH:17]=[CH:16][C:15]([C:18]2[C:19]([C:24]#[N:25])=[CH:20][CH:21]=[CH:22][CH:23]=2)=[CH:14][CH:13]=1)[CH2:2][CH2:3][CH3:4], predict the reactants needed to synthesize it. The reactants are: [CH2:1]([C:5]1[N:6]=[C:7]([CH3:27])[NH:8][C:9](=[O:26])[C:10]=1[CH2:11][C:12]1[CH:17]=[CH:16][C:15]([C:18]2[C:19]([C:24]#[N:25])=[CH:20][CH:21]=[CH:22][CH:23]=2)=[CH:14][CH:13]=1)[CH2:2][CH2:3][CH3:4].C(=O)([O-])[O-].[K+].[K+].Br[CH2:35][C:36]1[C:41]([F:42])=[CH:40][CH:39]=[CH:38][C:37]=1[F:43].CN(C)C=O.